Dataset: Merck oncology drug combination screen with 23,052 pairs across 39 cell lines. Task: Regression. Given two drug SMILES strings and cell line genomic features, predict the synergy score measuring deviation from expected non-interaction effect. Drug 1: COc1cccc2c1C(=O)c1c(O)c3c(c(O)c1C2=O)CC(O)(C(=O)CO)CC3OC1CC(N)C(O)C(C)O1. Drug 2: Cn1nnc2c(C(N)=O)ncn2c1=O. Cell line: UACC62. Synergy scores: synergy=-18.9.